Dataset: Catalyst prediction with 721,799 reactions and 888 catalyst types from USPTO. Task: Predict which catalyst facilitates the given reaction. Reactant: [N+:1]([C:4]1[C:12]([NH:13]C(=O)C)=[CH:11][CH:10]=[C:9]2[C:5]=1[CH:6]=[N:7][NH:8]2)([O-:3])=[O:2]. Product: [N+:1]([C:4]1[C:12]([NH2:13])=[CH:11][CH:10]=[C:9]2[C:5]=1[CH:6]=[N:7][NH:8]2)([O-:3])=[O:2]. The catalyst class is: 82.